From a dataset of Catalyst prediction with 721,799 reactions and 888 catalyst types from USPTO. Predict which catalyst facilitates the given reaction. Reactant: [NH2:1][CH2:2][CH:3]1[CH2:6][CH2:5][N:4]1[C:7]([O:9][C:10]([CH3:13])([CH3:12])[CH3:11])=[O:8].C(N(CC)CC)C.Br[CH:22]([CH2:27][CH3:28])[C:23]([O:25][CH3:26])=[O:24].O. Product: [CH3:26][O:25][C:23](=[O:24])[CH:22]([NH:1][CH2:2][CH:3]1[CH2:6][CH2:5][N:4]1[C:7]([O:9][C:10]([CH3:13])([CH3:12])[CH3:11])=[O:8])[CH2:27][CH3:28]. The catalyst class is: 4.